Dataset: Reaction yield outcomes from USPTO patents with 853,638 reactions. Task: Predict the reaction yield, written as a fraction of the theoretical maximum amount of product (1.0 means a 100% yield; for example, 0.34 means a 34% yield). (1) The reactants are [CH3:1][N:2]1[CH2:7][CH2:6][N:5]([C:8]2[CH:13]=[CH:12][C:11]([NH2:14])=[C:10]([O:15][C:16]([F:19])([F:18])[F:17])[CH:9]=2)[CH2:4][CH2:3]1.[N:20]#[C:21][NH2:22]. The catalyst is Cl.O. The product is [CH3:1][N:2]1[CH2:7][CH2:6][N:5]([C:8]2[CH:13]=[CH:12][C:11]([NH:14][C:21]([NH2:22])=[NH:20])=[C:10]([O:15][C:16]([F:19])([F:17])[F:18])[CH:9]=2)[CH2:4][CH2:3]1. The yield is 0.760. (2) The reactants are [CH3:1][N:2]1[C:10]2[C:5](=[CH:6][C:7]([N+:11]([O-])=O)=[CH:8][CH:9]=2)[CH2:4][CH2:3]1.[OH-].[Na+]. The catalyst is C(OCC)(=O)C. The product is [CH3:1][N:2]1[C:10]2[C:5](=[CH:6][C:7]([NH2:11])=[CH:8][CH:9]=2)[CH2:4][CH2:3]1. The yield is 0.720. (3) The reactants are [CH2:1]([O:3][CH:4]([O:7][CH2:8][CH3:9])[CH2:5]Br)[CH3:2].C(=O)([O-])[O-].[Cs+].[Cs+].CN(C)C(=O)C.[F:22][C:23]1[N:28]=[CH:27][C:26]([OH:29])=[CH:25][CH:24]=1. The catalyst is O. The product is [CH2:1]([O:3][CH:4]([O:7][CH2:8][CH3:9])[CH2:5][O:29][C:26]1[CH:25]=[CH:24][C:23]([F:22])=[N:28][CH:27]=1)[CH3:2]. The yield is 0.990.